Dataset: Full USPTO retrosynthesis dataset with 1.9M reactions from patents (1976-2016). Task: Predict the reactants needed to synthesize the given product. (1) Given the product [O:37]1[C:32]2[CH:31]=[CH:36][CH:35]=[CH:26][C:27]=2[N:28]=[C:29]1[NH:1][C:2]1[CH:3]=[CH:4][C:5]([C:8]2[C:16]3[C:15]([NH2:17])=[N:14][CH:13]=[N:12][C:11]=3[O:10][CH:9]=2)=[CH:6][CH:7]=1, predict the reactants needed to synthesize it. The reactants are: [NH2:1][C:2]1[CH:7]=[CH:6][C:5]([C:8]2[C:16]3[C:15]([NH2:17])=[N:14][CH:13]=[N:12][C:11]=3[O:10][CH:9]=2)=[CH:4][CH:3]=1.[CH:26]1N=[CH:29][N:28](C(N2[CH:29]=[N:28][CH:27]=[CH:26]2)=S)[CH:27]=1.N[C:31]1[CH:36]=[CH:35]C=C[C:32]=1[OH:37].Cl.C(N=C=NCCCN(C)C)C. (2) Given the product [CH3:10][C:11]1[S:12][C:13]([C:1](=[O:8])[C:2]2[CH:7]=[CH:6][CH:5]=[CH:4][CH:3]=2)=[CH:14][C:15]=1[CH3:16], predict the reactants needed to synthesize it. The reactants are: [C:1](Cl)(=[O:8])[C:2]1[CH:7]=[CH:6][CH:5]=[CH:4][CH:3]=1.[CH3:10][C:11]1[S:12][CH:13]=[CH:14][C:15]=1[CH3:16].[Cl-].[Cl-].[Cl-].[Al+3].O. (3) The reactants are: [CH3:1][N:2]([CH3:35])[C:3](=[O:34])[O:4][CH:5]([C:12]1[N:13]([CH3:33])[C:14]([C:23]2[S:24][C:25]3[N:26]=[CH:27][N:28]=[C:29]([NH2:32])[C:30]=3[N:31]=2)=[C:15]([C:17]2[CH:22]=[CH:21][CH:20]=[CH:19][CH:18]=2)[N:16]=1)[C:6]1C=CC=CC=1.[CH:36](=O)[CH2:37][CH:38](C)C. Given the product [CH3:1][N:2]([CH3:35])[C:3](=[O:34])[O:4][CH:5]([C:12]1[N:13]([CH3:33])[C:14]([C:23]2[S:24][C:25]3[N:26]=[CH:27][N:28]=[C:29]([NH2:32])[C:30]=3[N:31]=2)=[C:15]([C:17]2[CH:22]=[CH:21][CH:20]=[CH:19][CH:18]=2)[N:16]=1)[CH2:6][CH:37]([CH3:38])[CH3:36], predict the reactants needed to synthesize it. (4) Given the product [CH:11]1([CH2:10][CH2:9][C:8]([CH:18]2[CH2:22][CH2:21][CH2:20][CH2:19]2)=[O:17])[CH2:12][CH2:13][CH2:14][CH2:15][CH2:16]1, predict the reactants needed to synthesize it. The reactants are: N1C=CC=CC=1S[C:8](=[O:17])[CH2:9][CH2:10][CH:11]1[CH2:16][CH2:15][CH2:14][CH2:13][CH2:12]1.[CH:18]1([Mg]Br)[CH2:22][CH2:21][CH2:20][CH2:19]1.CCOCC. (5) Given the product [P:1]([O:18][C:19]1[CH:24]=[CH:23][CH:22]=[CH:21][CH:20]=1)([O:34][C:35]1[CH:40]=[CH:39][CH:38]=[CH:37][CH:36]=1)[O:2][C:3]1[CH:4]=[CH:5][CH:6]=[CH:7][CH:8]=1, predict the reactants needed to synthesize it. The reactants are: [P:1]([O:34][C:35]1[CH:40]=[CH:39][CH:38]=[CH:37][C:36]=1CCCCCCCCC)([O:18][C:19]1[CH:24]=[CH:23][CH:22]=[CH:21][C:20]=1CCCCCCCCC)[O:2][C:3]1[CH:8]=[CH:7][CH:6]=[CH:5][C:4]=1CCCCCCCCC.P(OC1C=CC(C(C)(C)C)=CC=1C(C)(C)C)(OC1C=CC(C(C)(C)C)=CC=1C(C)(C)C)OC1C=CC(C(C)(C)C)=CC=1C(C)(C)C.P(OCC)(OC1C(C)=CC(C(C)(C)C)=CC=1C(C)(C)C)OC1C(C)=CC(C(C)(C)C)=CC=1C(C)(C)C.